From a dataset of Retrosynthesis with 50K atom-mapped reactions and 10 reaction types from USPTO. Predict the reactants needed to synthesize the given product. (1) Given the product C=C(C)C(=O)OC1CCN(C(=O)/C=C/c2ccc(OC)cc2)CC1, predict the reactants needed to synthesize it. The reactants are: C=C(C)C(=O)Cl.COc1ccc(/C=C/C(=O)N2CCC(O)CC2)cc1. (2) Given the product COC(=O)Cc1ccc(OCc2c(C)nc(CC(C)C)c(CN)c2-c2ccc(C)cc2)cc1, predict the reactants needed to synthesize it. The reactants are: COC(=O)Cc1ccc(OCc2c(C)nc(CC(C)C)c(CNC(=O)OC(C)(C)C)c2-c2ccc(C)cc2)cc1. (3) Given the product CNCc1cccc(-c2[nH]c3cc(F)cc4c3c2CCNC4=O)c1, predict the reactants needed to synthesize it. The reactants are: CN.O=Cc1cccc(-c2[nH]c3cc(F)cc4c3c2CCNC4=O)c1. (4) Given the product Cn1cc(-c2ccc(F)c(C(F)(F)F)c2)nc1C1CCN(C(=O)OC(C)(C)C)CC1, predict the reactants needed to synthesize it. The reactants are: CC(C)(C)OC(=O)N1CCC(c2nc(-c3ccc(F)c(C(F)(F)F)c3)c[nH]2)CC1.CI. (5) Given the product O=c1c(-c2ccc(F)cc2)c(O)cnn1-c1ccccc1, predict the reactants needed to synthesize it. The reactants are: COc1cnn(-c2ccccc2)c(=O)c1-c1ccc(F)cc1. (6) Given the product Nc1ccc(I)cc1C1NC(=O)CC(c2cccc(Cl)c2)C12C(=O)Nc1cc(Cl)ccc12, predict the reactants needed to synthesize it. The reactants are: O=C1CC(c2cccc(Cl)c2)C2(C(=O)Nc3cc(Cl)ccc32)C(c2cc(I)ccc2[N+](=O)[O-])N1. (7) The reactants are: CC1C(=O)CC2CCCC1N2S(=O)(=O)c1ccc(Cl)cc1.COC(OC)N(C)C. Given the product CC1C(=O)C(=CN(C)C)C2CCCC1N2S(=O)(=O)c1ccc(Cl)cc1, predict the reactants needed to synthesize it. (8) Given the product OC1CC2C(CC(OC3CCCCO3)C2CC2OCCO2)O1, predict the reactants needed to synthesize it. The reactants are: O=C1C[C@H]2[C@H](C[C@@H](OC3CCCCO3)[C@@H]2CC2OCCO2)O1. (9) Given the product C#CC1(O)CCN(C(=O)OC(C)(C)C)CC1, predict the reactants needed to synthesize it. The reactants are: CC(C)(C)OC(=O)N1CCC(O)(C#C[Si](C)(C)C)CC1. (10) Given the product CC(C)CCC(c1cc(F)cc(F)c1)N(C)c1cc(-c2ccc(C(F)(F)F)cc2)cc(C(CC(C)C)C(=O)O)c1, predict the reactants needed to synthesize it. The reactants are: COC(=O)C(CC(C)C)c1cc(-c2ccc(C(F)(F)F)cc2)cc(N(C)C(CCC(C)C)c2cc(F)cc(F)c2)c1.